Dataset: Blood-brain barrier permeability classification from the B3DB database. Task: Regression/Classification. Given a drug SMILES string, predict its absorption, distribution, metabolism, or excretion properties. Task type varies by dataset: regression for continuous measurements (e.g., permeability, clearance, half-life) or binary classification for categorical outcomes (e.g., BBB penetration, CYP inhibition). Dataset: b3db_classification. (1) The compound is CCn1ccc(=O)c(O)c1C. The result is 1 (penetrates BBB). (2) The drug is O=C(O)CCCC[C@@H]1SC[C@H]2NC(=O)N[C@@H]21. The result is 1 (penetrates BBB). (3) The molecule is CCc1c(OC)nc2nc(-c3noc(C)n3)cn2c1C. The result is 1 (penetrates BBB). (4) The drug is Cc1csc(N=C(N)N)n1. The result is 1 (penetrates BBB). (5) The drug is CN1C(=O)C2NC=NC2N(C)C1=O. The result is 1 (penetrates BBB). (6) The drug is CCOC(=O)[C@@H]1N=C(c2ccccc2F)c2cc(Cl)ccc2NC1=O. The result is 1 (penetrates BBB). (7) The drug is CN1CC[C@]23CCCC[C@H]2[C@H]1Cc1ccc(O)cc13. The result is 1 (penetrates BBB).